From a dataset of Full USPTO retrosynthesis dataset with 1.9M reactions from patents (1976-2016). Predict the reactants needed to synthesize the given product. Given the product [O:11]([CH:12]([C:16]1[CH:17]=[CH:18][N:19]=[CH:20][CH:21]=1)[CH2:13][C:14]#[N:15])[Si:26]([C:22]([CH3:25])([CH3:24])[CH3:23])([C:34]1[CH:35]=[CH:36][CH:37]=[CH:38][CH:39]=1)[C:28]1[CH:33]=[CH:32][CH:31]=[CH:30][CH:29]=1, predict the reactants needed to synthesize it. The reactants are: N1C=CN=C1.CN(C)C=O.[OH:11][CH:12]([C:16]1[CH:21]=[CH:20][N:19]=[CH:18][CH:17]=1)[CH2:13][C:14]#[N:15].[C:22]([Si:26]([C:34]1[CH:39]=[CH:38][CH:37]=[CH:36][CH:35]=1)([C:28]1[CH:33]=[CH:32][CH:31]=[CH:30][CH:29]=1)Cl)([CH3:25])([CH3:24])[CH3:23].